From a dataset of Catalyst prediction with 721,799 reactions and 888 catalyst types from USPTO. Predict which catalyst facilitates the given reaction. (1) Reactant: C([O:4][C@@H:5]1[C@@H:10]([O:11]C(=O)C)[C@H:9]([O:15]C(=O)C)[C@@H:8]([CH2:19][O:20]C(=O)C)[O:7][C@H:6]1[C:24]1[CH:29]=[CH:28][C:27]([Cl:30])=[C:26]([CH2:31][C:32]2[S:33][C:34]([C:37]3[N:38]=[N:39][N:40](COCC4C=CC=CC=4)[N:41]=3)=[CH:35][CH:36]=2)[CH:25]=1)(=O)C.Cl. Product: [C@@H:6]1([C:24]2[CH:29]=[CH:28][C:27]([Cl:30])=[C:26]([CH2:31][C:32]3[S:33][C:34]([C:37]4[NH:38][N:39]=[N:40][N:41]=4)=[CH:35][CH:36]=3)[CH:25]=2)[O:7][C@H:8]([CH2:19][OH:20])[C@@H:9]([OH:15])[C@H:10]([OH:11])[C@H:5]1[OH:4]. The catalyst class is: 5. (2) Reactant: C(OC([N:8]1[CH2:12][CH2:11][CH:10]([NH:13][C:14](=[O:25])[CH2:15][O:16][C:17]2[CH:22]=[CH:21][C:20]([F:23])=[C:19]([F:24])[CH:18]=2)[CH2:9]1)=O)(C)(C)C.C(O)(C(F)(F)F)=O. Product: [F:24][C:19]1[CH:18]=[C:17]([CH:22]=[CH:21][C:20]=1[F:23])[O:16][CH2:15][C:14]([NH:13][CH:10]1[CH2:11][CH2:12][NH:8][CH2:9]1)=[O:25]. The catalyst class is: 2. (3) Reactant: [C:1]([S:4][C:5]1[N:6]=[CH:7][N:8]2[CH:12]=[CH:11][S:10][C:9]=12)(=O)[CH3:2].C[O-].[Na+].CO.CS(OCC[NH:25][C:26]([O:28][CH2:29][C:30]1[CH:35]=[CH:34][C:33]([N+:36]([O-:38])=[O:37])=[CH:32][CH:31]=1)=[O:27])(=O)=O.[Cl-].[NH4+]. Product: [N+:36]([C:33]1[CH:34]=[CH:35][C:30]([CH2:29][O:28][C:26]([NH:25][CH2:2][CH2:1][S:4][C:5]2[N:6]=[CH:7][N:8]3[CH:12]=[CH:11][S:10][C:9]=23)=[O:27])=[CH:31][CH:32]=1)([O-:38])=[O:37]. The catalyst class is: 138.